The task is: Predict the reactants needed to synthesize the given product.. This data is from Full USPTO retrosynthesis dataset with 1.9M reactions from patents (1976-2016). (1) The reactants are: [Cl:1][C:2]1[CH:7]=[CH:6][C:5]([C:8]2[N:13]=[CH:12][C:11](=[O:14])[NH:10][N:9]=2)=[CH:4][CH:3]=1.[H-].[Na+].Cl[CH2:18][C:19]#[C:20][CH2:21][CH3:22]. Given the product [CH2:18]([N:10]1[C:11](=[O:14])[CH:12]=[N:13][C:8]([C:5]2[CH:4]=[CH:3][C:2]([Cl:1])=[CH:7][CH:6]=2)=[N:9]1)[C:19]#[C:20][CH2:21][CH3:22], predict the reactants needed to synthesize it. (2) Given the product [S:16]1[CH:17]=[CH:18][CH:19]=[C:15]1[C:12]1[N:11]=[C:10]2[N:20]([CH2:21][C:22]3[CH:27]=[CH:26][C:25]([OH:28])=[CH:24][CH:23]=3)[CH:2]=[N:8][C:9]2=[N:14][CH:13]=1, predict the reactants needed to synthesize it. The reactants are: F[C:2](F)(F)C(O)=O.[NH2:8][C:9]1[C:10]([NH:20][CH2:21][C:22]2[CH:27]=[CH:26][C:25]([OH:28])=[CH:24][CH:23]=2)=[N:11][C:12]([C:15]2[S:16][CH:17]=[CH:18][CH:19]=2)=[CH:13][N:14]=1. (3) Given the product [CH2:13]([C:6]1[S:5][C:4]2[NH:1][C:2](=[S:3])[N:29]([CH2:28][CH2:27][CH2:26][N:25]3[C:21]([CH3:20])=[CH:22][N:23]=[CH:24]3)[C:9](=[O:11])[C:8]=2[CH:7]=1)[C:14]1[CH:19]=[CH:18][CH:17]=[CH:16][CH:15]=1, predict the reactants needed to synthesize it. The reactants are: [N:1]([C:4]1[S:5][C:6]([CH2:13][C:14]2[CH:19]=[CH:18][CH:17]=[CH:16][CH:15]=2)=[CH:7][C:8]=1[C:9]([O:11]C)=O)=[C:2]=[S:3].[CH3:20][C:21]1[N:25]([CH2:26][CH2:27][CH2:28][NH2:29])[CH:24]=[N:23][CH:22]=1. (4) Given the product [ClH:12].[CH2:1]([O:3][C:4]([N:6]1[CH2:7][CH2:8][N:9]([CH2:13][C:14]2[N:18]=[C:17]([C:19]3[CH:20]=[C:21]([CH3:25])[CH:22]=[CH:23][CH:24]=3)[O:16][N:15]=2)[CH2:10][CH2:11]1)=[O:5])[CH3:2], predict the reactants needed to synthesize it. The reactants are: [CH2:1]([O:3][C:4]([N:6]1[CH2:11][CH2:10][NH:9][CH2:8][CH2:7]1)=[O:5])[CH3:2].[Cl:12][CH2:13][C:14]1[N:18]=[C:17]([C:19]2[CH:20]=[C:21]([CH3:25])[CH:22]=[CH:23][CH:24]=2)[O:16][N:15]=1.C(=O)([O-])[O-].[K+].[K+].